Task: Predict the reaction yield, written as a fraction of the theoretical maximum amount of product (1.0 means a 100% yield; for example, 0.34 means a 34% yield).. Dataset: Reaction yield outcomes from USPTO patents with 853,638 reactions (1) The catalyst is C(N(CC)CC)C. The product is [Cl:11][C:10]1[C:5]([NH:18][CH2:17][C:16]([O:15][CH2:13][CH3:14])=[O:19])=[N:6][CH:7]=[CH:8][N:9]=1. The reactants are C(O)C.Cl[C:5]1[C:10]([Cl:11])=[N:9][CH:8]=[CH:7][N:6]=1.Cl.[CH2:13]([O:15][C:16](=[O:19])[CH2:17][NH2:18])[CH3:14]. The yield is 0.150. (2) The reactants are [C:1]1([C:12]2[CH:17]=[CH:16][CH:15]=[CH:14][CH:13]=2)[CH:6]=[CH:5][CH:4]=[C:3]([CH2:7][C:8](Cl)=[N:9][OH:10])[CH:2]=1.O1CCCC1.[C:23]([C:25]1[C:26]([NH2:31])=[N:27][CH:28]=[CH:29][CH:30]=1)#[CH:24].C(N(CC)CC)C. The catalyst is O. The product is [C:1]1([C:12]2[CH:17]=[CH:16][CH:15]=[CH:14][CH:13]=2)[CH:6]=[CH:5][CH:4]=[C:3]([CH2:7][C:8]2[CH:24]=[C:23]([C:25]3[C:26]([NH2:31])=[N:27][CH:28]=[CH:29][CH:30]=3)[O:10][N:9]=2)[CH:2]=1. The yield is 0.340. (3) The reactants are Cl.CN(C)CCCN=C=NCC.ON1C2C=CC=CC=2N=N1.[F:23][C:24]1[CH:25]=[C:26]([CH:30]=[CH:31][C:32]=1[N+:33]([O-:35])=[O:34])[C:27]([OH:29])=O.[CH2:36]([NH:41][CH2:42][CH2:43][CH:44]([CH3:46])[CH3:45])[CH2:37][CH:38]([CH3:40])[CH3:39]. The catalyst is C(Cl)(Cl)Cl.C1COCC1. The product is [F:23][C:24]1[CH:25]=[C:26]([CH:30]=[CH:31][C:32]=1[N+:33]([O-:35])=[O:34])[C:27]([N:41]([CH2:42][CH2:43][CH:44]([CH3:46])[CH3:45])[CH2:36][CH2:37][CH:38]([CH3:39])[CH3:40])=[O:29]. The yield is 0.650. (4) The reactants are [ClH:1].[Cl:2][CH2:3][CH2:4][NH:5][CH2:6][CH2:7]Cl.[F:9][C:10]1[CH:16]=[CH:15][C:13]([NH2:14])=[C:12]([CH3:17])[CH:11]=1. The catalyst is CC(O)C. The product is [ClH:2].[ClH:1].[F:9][C:10]1[CH:16]=[CH:15][C:13]([N:14]2[CH2:7][CH2:6][NH:5][CH2:4][CH2:3]2)=[C:12]([CH3:17])[CH:11]=1. The yield is 0.0560. (5) The yield is 0.860. The reactants are [CH3:1][C:2]1[CH:7]=[C:6]([N+:8]([O-:10])=[O:9])[C:5]([O:11][CH3:12])=[CH:4][C:3]=1[C:13]1[CH:18]=[CH:17][N:16]=[CH:15][CH:14]=1.[I:19][CH2:20][CH2:21][CH3:22]. The product is [I-:19].[CH3:1][C:2]1[CH:7]=[C:6]([N+:8]([O-:10])=[O:9])[C:5]([O:11][CH3:12])=[CH:4][C:3]=1[C:13]1[CH:18]=[CH:17][N+:16]([CH2:20][CH2:21][CH3:22])=[CH:15][CH:14]=1. The catalyst is CC(=O)C(C)(C)C.CC(C)=O.